This data is from Experimentally validated miRNA-target interactions with 360,000+ pairs, plus equal number of negative samples. The task is: Binary Classification. Given a miRNA mature sequence and a target amino acid sequence, predict their likelihood of interaction. (1) The miRNA is hsa-miR-195-5p with sequence UAGCAGCACAGAAAUAUUGGC. The protein sequence of the target gene is MTTTVATDYDNIEIQQQYSDVNNRWDVDDWDNENSSARLFERSRIKALADEREAVQKKTFTKWVNSHLARVSCRITDLYTDLRDGRMLIKLLEVLSGERLPKPTKGRMRIHCLENVDKALQFLKEQRVHLENMGSHDIVDGNHRLTLGLIWTIILRFQIQDISVETEDNKEKKSAKDALLLWCQMKTAGYPNVNIHNFTTSWRDGMAFNALIHKHRPDLIDFDKLKKSNAHYNLQNAFNLAEQHLGLTKLLDPEDISVDHPDEKSIITYVVTYYHYFSKMKALAVEGKRIGKVLDNAIET.... Result: 1 (interaction). (2) The miRNA is hsa-miR-5009-5p with sequence UUGGACUUUUUCAGAUUUGGGGAU. The protein sequence of the target gene is MGPLDVWDLSPLLSLWMNRFYIYMGCALGLTLCICVQIIKKQVTRSQEKRVPGAPDSSLSPQKKQTHVSGVKIFYGSQTGTAKGFAVVLAKAVTSLDLPVAIINLKEYDPDDSLIGEITSKTVCAFLVATYTDGCPTESAEWFCKWLEESANDFRFGKTYLKGLRYAVFGLGDSAYRSHFNKVSTNVDKWLWMLGAQRVLTRGEGDCNAVQSKHGSIEADFTAWKTKFISRLQALQRGEKKACGGNCKRGKCESAQHGPGEARPHPQGELHPGDAEEEEPCESSSEDELGTQDYQSLTSV.... Result: 0 (no interaction).